This data is from Reaction yield outcomes from USPTO patents with 853,638 reactions. The task is: Predict the reaction yield, written as a fraction of the theoretical maximum amount of product (1.0 means a 100% yield; for example, 0.34 means a 34% yield). (1) The reactants are [CH3:1][O:2][C:3]([NH:5][C@H:6]([C:10]([N:12]1[C@@H:16]([CH3:17])[CH2:15][CH2:14][C@H:13]1[C:18]1[NH:22][C:21]2[C:23]3[C:28]([CH:29]=[CH:30][C:20]=2[N:19]=1)=[CH:27][C:26]1[C:31]2[C:36]([CH2:37][O:38][C:25]=1[CH:24]=3)=[CH:35][C:34]([C:39]1[NH:43][C:42]([C@@H:44]3[CH2:48][C@H:47]([CH2:49][O:50][CH3:51])[CH2:46][N:45]3C(OC(C)(C)C)=O)=[N:41][CH:40]=1)=[CH:33][CH:32]=2)=[O:11])[CH:7]([CH3:9])[CH3:8])=[O:4].[CH3:59][O:60][C@H:61]([CH3:71])[C@H:62]([NH:66][C:67]([O:69][CH3:70])=[O:68])[C:63]([OH:65])=O.CN(C(ON1N=NC2C=CC=NC1=2)=[N+](C)C)C.F[P-](F)(F)(F)(F)F.CN1CCOCC1. The catalyst is Cl.CCO.CN(C=O)C. The product is [CH3:59][O:60][C@@H:61]([CH3:71])[C@H:62]([NH:66][C:67]([O:69][CH3:70])=[O:68])[C:63]([N:45]1[CH2:46][C@@H:47]([CH2:49][O:50][CH3:51])[CH2:48][C@H:44]1[C:42]1[NH:43][C:39]([C:34]2[CH:35]=[C:36]3[CH2:37][O:38][C:25]4[CH:24]=[C:23]5[C:28]([CH:29]=[CH:30][C:20]6[N:19]=[C:18]([C@@H:13]7[CH2:14][CH2:15][C@H:16]([CH3:17])[N:12]7[C:10](=[O:11])[C@@H:6]([NH:5][C:3](=[O:4])[O:2][CH3:1])[CH:7]([CH3:9])[CH3:8])[NH:22][C:21]=65)=[CH:27][C:26]=4[C:31]3=[CH:32][CH:33]=2)=[CH:40][N:41]=1)=[O:65]. The yield is 0.590. (2) The reactants are [F:1][CH:2]([F:32])[C:3]1[N:7]([C:8]2[N:13]=[C:12]([N:14]3[CH2:19][CH2:18][O:17][CH2:16][CH2:15]3)[CH:11]=[C:10]([N:20]3[CH2:25][CH2:24][NH:23][CH2:22][CH2:21]3)[N:9]=2)[C:6]2[CH:26]=[CH:27][CH:28]=[C:29]([O:30][CH3:31])[C:5]=2[N:4]=1.C([O-])([O-])=O.[K+].[K+].[CH3:39][S:40](Cl)(=[O:42])=[O:41].O. The catalyst is C(Cl)Cl. The product is [F:32][CH:2]([F:1])[C:3]1[N:7]([C:8]2[N:9]=[C:10]([N:20]3[CH2:25][CH2:24][N:23]([S:40]([CH3:39])(=[O:42])=[O:41])[CH2:22][CH2:21]3)[CH:11]=[C:12]([N:14]3[CH2:15][CH2:16][O:17][CH2:18][CH2:19]3)[N:13]=2)[C:6]2[CH:26]=[CH:27][CH:28]=[C:29]([O:30][CH3:31])[C:5]=2[N:4]=1. The yield is 0.670. (3) The reactants are [Cl:1][C:2]1[C:18]2[C:13](=[CH:14][CH:15]=[CH:16][CH:17]=2)[C:5]2[O:6][CH:7]([CH2:9][N:10]=[N+]=[N-])[CH2:8][C:4]=2[CH:3]=1. The catalyst is [Pt]. The product is [Cl:1][C:2]1[C:18]2[C:13](=[CH:14][CH:15]=[CH:16][CH:17]=2)[C:5]2[O:6][CH:7]([CH2:9][NH2:10])[CH2:8][C:4]=2[CH:3]=1. The yield is 0.430. (4) The reactants are [CH:1]([C:3]1[CH:8]=[CH:7][C:6]([C:9]2[CH:14]=[CH:13][C:12]([CH2:15][CH2:16][C:17]([C:19]3[O:20][C:21]([C:24]4[N:29]=[C:28]([C:30]([O:32][CH3:33])=[O:31])[CH:27]=[CH:26][CH:25]=4)=[CH:22][N:23]=3)=[O:18])=[CH:11][CH:10]=2)=[CH:5][CH:4]=1)=O.[NH:34]1[CH2:39][CH2:38][S:37][CH2:36][CH2:35]1.[BH-](OC(C)=O)(OC(C)=O)OC(C)=O.[Na+]. The catalyst is ClC(Cl)C. The product is [S:37]1[CH2:38][CH2:39][N:34]([CH2:1][C:3]2[CH:8]=[CH:7][C:6]([C:9]3[CH:14]=[CH:13][C:12]([CH2:15][CH2:16][C:17]([C:19]4[O:20][C:21]([C:24]5[N:29]=[C:28]([C:30]([O:32][CH3:33])=[O:31])[CH:27]=[CH:26][CH:25]=5)=[CH:22][N:23]=4)=[O:18])=[CH:11][CH:10]=3)=[CH:5][CH:4]=2)[CH2:35][CH2:36]1. The yield is 0.610. (5) The reactants are [CH3:1][O:2][C:3]1[CH:12]=[C:11]([CH:13]=[C:14]([N+:16]([O-:18])=[O:17])[CH3:15])[CH:10]=[CH:9][C:4]=1[O:5][CH2:6][CH2:7][OH:8].N1C=CC=CC=1.COC1C=CC(O)=CC=1.[C:34](O[C:34](=[O:38])[C:35]([CH3:37])=[CH2:36])(=[O:38])[C:35]([CH3:37])=[CH2:36]. The product is [C:34]([O:8][CH2:7][CH2:6][O:5][C:4]1[CH:9]=[CH:10][C:11]([CH:13]=[C:14]([N+:16]([O-:18])=[O:17])[CH3:15])=[CH:12][C:3]=1[O:2][CH3:1])(=[O:38])[C:35]([CH3:37])=[CH2:36]. The catalyst is CO.C(Cl)Cl. The yield is 0.400. (6) The reactants are [Br:1][C:2]1[CH:3]=[C:4]([CH:8]([OH:12])[C:9]([OH:11])=[O:10])[CH:5]=[CH:6][CH:7]=1.[CH3:13][Si](C=[N+]=[N-])(C)C.CC(OI1(OC(C)=O)(OC(C)=O)OC(=O)C2C=CC=CC1=2)=O.C(=O)(O)[O-].[Na+].S([O-])([O-])(=O)=S.[Na+].[Na+]. The catalyst is C1C=CC=CC=1.CO. The product is [CH3:13][O:10][C:9](=[O:11])[C:8]([C:4]1[CH:5]=[CH:6][CH:7]=[C:2]([Br:1])[CH:3]=1)=[O:12]. The yield is 0.950.